Dataset: Catalyst prediction with 721,799 reactions and 888 catalyst types from USPTO. Task: Predict which catalyst facilitates the given reaction. Reactant: [F:1][C:2]1[C:10]2[CH2:9][CH2:8][CH2:7][CH2:6][C:5]=2[N:4]2[CH2:11][CH2:12][N:13]([C:16]3[N:23]=[CH:22][CH:21]=[C:20]([C:24]4[CH:29]=[C:28]([NH:30][C:31]5[CH:36]=[CH:35][N:34]=[C:33]([CH3:37])[N:32]=5)[C:27](=[O:38])[N:26]([CH3:39])[CH:25]=4)[C:17]=3[CH:18]=[O:19])[C:14](=[O:15])[C:3]=12.[BH4-].[Na+]. Product: [F:1][C:2]1[C:10]2[CH2:9][CH2:8][CH2:7][CH2:6][C:5]=2[N:4]2[CH2:11][CH2:12][N:13]([C:16]3[C:17]([CH2:18][OH:19])=[C:20]([C:24]4[CH:29]=[C:28]([NH:30][C:31]5[CH:36]=[CH:35][N:34]=[C:33]([CH3:37])[N:32]=5)[C:27](=[O:38])[N:26]([CH3:39])[CH:25]=4)[CH:21]=[CH:22][N:23]=3)[C:14](=[O:15])[C:3]=12. The catalyst class is: 5.